From a dataset of NCI-60 drug combinations with 297,098 pairs across 59 cell lines. Regression. Given two drug SMILES strings and cell line genomic features, predict the synergy score measuring deviation from expected non-interaction effect. Drug 1: CCCCC(=O)OCC(=O)C1(CC(C2=C(C1)C(=C3C(=C2O)C(=O)C4=C(C3=O)C=CC=C4OC)O)OC5CC(C(C(O5)C)O)NC(=O)C(F)(F)F)O. Drug 2: CC(C)(C#N)C1=CC(=CC(=C1)CN2C=NC=N2)C(C)(C)C#N. Cell line: HCT116. Synergy scores: CSS=56.2, Synergy_ZIP=10.8, Synergy_Bliss=11.1, Synergy_Loewe=8.86, Synergy_HSA=9.39.